This data is from Full USPTO retrosynthesis dataset with 1.9M reactions from patents (1976-2016). The task is: Predict the reactants needed to synthesize the given product. (1) Given the product [NH2:40][CH2:39][C@@H:33]1[C@H:34]([CH3:38])[CH2:35][CH2:36][CH2:37][N:32]1[C:30]([C:29]1[CH:51]=[CH:52][C:26]([F:25])=[CH:27][C:28]=1[C:53]1[N:54]=[CH:55][CH:56]=[CH:57][N:58]=1)=[O:31], predict the reactants needed to synthesize it. The reactants are: NC[C@@H]1[C@H](C)CCCN1C(C1C=C(C)C=CC=1C1C=NN(C)C=1)=O.[F:25][C:26]1[CH:52]=[CH:51][C:29]([C:30]([N:32]2[CH2:37][CH2:36][CH2:35][C@@H:34]([CH3:38])[C@H:33]2[CH2:39][N:40]2C(=O)C3C(=CC=CC=3)C2=O)=[O:31])=[C:28]([C:53]2[N:58]=[CH:57][CH:56]=[CH:55][N:54]=2)[CH:27]=1. (2) Given the product [F:16][C:13]([F:14])([F:15])[O:12][C:10]1[C:5]2[N:6]=[C:7]([NH2:9])[S:8][C:4]=2[CH:3]=[CH:2][CH:11]=1, predict the reactants needed to synthesize it. The reactants are: Br[C:2]1[CH:11]=[C:10]([O:12][C:13]([F:16])([F:15])[F:14])[C:5]2[N:6]=[C:7]([NH2:9])[S:8][C:4]=2[CH:3]=1.C(N(CC)CC)C. (3) Given the product [Cl:31][CH:18]([C:20]1[N:24]([CH3:25])[CH:23]=[N:22][CH:21]=1)[C:15]1[CH:16]=[C:17]2[C:12](=[CH:13][CH:14]=1)[N:11]1[N:26]=[N:27][N:28]=[C:10]1[N:9]=[C:8]2[C:4]1[CH:5]=[CH:6][CH:7]=[C:2]([Cl:1])[CH:3]=1, predict the reactants needed to synthesize it. The reactants are: [Cl:1][C:2]1[CH:3]=[C:4]([C:8]2[C:17]3[C:12](=[CH:13][CH:14]=[C:15]([CH:18]([C:20]4[N:24]([CH3:25])[CH:23]=[N:22][CH:21]=4)O)[CH:16]=3)[N:11]3[N:26]=[N:27][N:28]=[C:10]3[N:9]=2)[CH:5]=[CH:6][CH:7]=1.S(Cl)([Cl:31])=O. (4) Given the product [CH3:1][O:2][C:3]([C:5]1[S:6][C:7]([Br:27])=[CH:8][C:9]=1[N:10]([C@H:11]1[CH2:12][CH2:13][C@H:14]([OH:17])[CH2:15][CH2:16]1)[C:18]([C@H:20]1[CH2:21][CH2:22][C@H:23]([CH3:26])[CH2:24][CH2:25]1)=[O:19])=[O:4], predict the reactants needed to synthesize it. The reactants are: [CH3:1][O:2][C:3]([C:5]1[S:6][C:7]([Br:27])=[CH:8][C:9]=1[N:10]([C:18]([C@H:20]1[CH2:25][CH2:24][C@H:23]([CH3:26])[CH2:22][CH2:21]1)=[O:19])[CH:11]1[CH2:16][CH2:15][C:14](=[O:17])[CH2:13][CH2:12]1)=[O:4].[BH4-].[Na+].Cl. (5) Given the product [CH3:5][N:4]([CH3:6])/[C:2](=[N:36]/[C:34]([C:33]1[C:32]([CH3:37])=[N:31][N:27]2[C:28](=[O:30])[CH:29]=[C:24]([C:20]3[CH:19]=[C:18]4[C:23](=[CH:22][CH:21]=3)[N:15]([CH2:13][CH3:14])[N:16]=[CH:17]4)[NH:25][C:26]=12)=[O:35])/[CH3:1], predict the reactants needed to synthesize it. The reactants are: [CH3:1][C:2]([N:4]([CH3:6])[CH3:5])=O.[CH3:1][C:2]([N:4]([CH3:6])[CH3:5])=O.[CH2:13]([N:15]1[C:23]2[C:18](=[CH:19][C:20]([C:24]3[NH:25][C:26]4[N:27]([N:31]=[C:32]([CH3:37])[C:33]=4[C:34]([NH2:36])=[O:35])[C:28](=[O:30])[CH:29]=3)=[CH:21][CH:22]=2)[CH:17]=[N:16]1)[CH3:14]. (6) Given the product [Cl:1][C:2]1[CH:3]=[C:4]([F:13])[C:5]([C:8]([CH3:11])([CH3:12])[CH2:9][NH2:10])=[N:6][CH:7]=1, predict the reactants needed to synthesize it. The reactants are: [Cl:1][C:2]1[CH:3]=[C:4]([F:13])[C:5]([C:8]([CH3:12])([CH3:11])[C:9]#[N:10])=[N:6][CH:7]=1. (7) Given the product [Cl:10][C:4]1[C:3]([F:11])=[C:2]([C:22]2[N:18]([CH:13]3[CH2:14][CH2:15][CH2:16][CH2:17][O:12]3)[N:19]=[CH:20][CH:21]=2)[CH:8]=[C:7]([F:9])[C:5]=1[NH2:6], predict the reactants needed to synthesize it. The reactants are: Br[C:2]1[CH:8]=[C:7]([F:9])[C:5]([NH2:6])=[C:4]([Cl:10])[C:3]=1[F:11].[O:12]1[CH2:17][CH2:16][CH2:15][CH2:14][CH:13]1[N:18]1[C:22](B2OC(C)(C)C(C)(C)O2)=[CH:21][CH:20]=[N:19]1.C(=O)([O-])[O-].[Na+].[Na+].